From a dataset of Full USPTO retrosynthesis dataset with 1.9M reactions from patents (1976-2016). Predict the reactants needed to synthesize the given product. Given the product [CH3:31][C:7]1[N:6]=[C:5]([N:10]2[CH2:11][CH2:12][N:13]([CH2:16][CH2:17][C@H:18]3[CH2:19][CH2:20][C@H:21]([NH:24][C:25](=[O:30])[CH3:26])[CH2:22][CH2:23]3)[CH2:14][CH2:15]2)[C:4]2[CH2:3][CH2:2][O:1][C:9]=2[CH:8]=1, predict the reactants needed to synthesize it. The reactants are: [O:1]1[C:9]2[CH:8]=[CH:7][N:6]=[C:5]([N:10]3[CH2:15][CH2:14][N:13]([CH2:16][CH2:17][C@H:18]4[CH2:23][CH2:22][C@H:21]([NH:24][C:25](=[O:30])[CH2:26]/C=C/C)[CH2:20][CH2:19]4)[CH2:12][CH2:11]3)[C:4]=2[CH2:3][CH2:2]1.[C:31](O)(=O)C.